This data is from Reaction yield outcomes from USPTO patents with 853,638 reactions. The task is: Predict the reaction yield, written as a fraction of the theoretical maximum amount of product (1.0 means a 100% yield; for example, 0.34 means a 34% yield). The reactants are Cl[C:2]([O:4][CH2:5][C:6]([Cl:9])([Cl:8])[Cl:7])=[O:3].[NH2:10][C:11]1[N:15]([C:16]2[CH:17]=[C:18]([S:22][CH2:23][CH2:24][OH:25])[CH:19]=[CH:20][CH:21]=2)[N:14]=[C:13]([C:26]([CH3:29])([CH3:28])[CH3:27])[CH:12]=1.CCN(C(C)C)C(C)C. The catalyst is C1COCC1.O. The product is [Cl:7][C:6]([Cl:9])([Cl:8])[CH2:5][O:4][C:2](=[O:3])[NH:10][C:11]1[N:15]([C:16]2[CH:21]=[CH:20][CH:19]=[C:18]([S:22][CH2:23][CH2:24][OH:25])[CH:17]=2)[N:14]=[C:13]([C:26]([CH3:29])([CH3:28])[CH3:27])[CH:12]=1. The yield is 1.00.